This data is from Full USPTO retrosynthesis dataset with 1.9M reactions from patents (1976-2016). The task is: Predict the reactants needed to synthesize the given product. (1) Given the product [Cl:1][C:2]1[C:3](=[O:16])[N:4]([C:9]2[CH:10]=[CH:11][CH:12]=[CH:13][N:26]=2)[N:5]=[CH:6][C:7]=1[Cl:8], predict the reactants needed to synthesize it. The reactants are: [Cl:1][C:2]1[C:3](=[O:16])[N:4]([C:9]2C=[CH:13][CH:12]=[C:11](C)[CH:10]=2)[N:5]=[CH:6][C:7]=1[Cl:8].C(O)(=O)/C(=C(\C=O)/Br)/Br.[NH2:26]N. (2) Given the product [F:45][C:46]([F:51])([F:50])[C:47]([OH:49])=[O:48].[CH3:27][O:26][C:20]1[CH:19]=[C:18]([CH:23]=[CH:22][C:21]=1[O:24][CH3:25])[CH2:17][N:16]([CH2:15][CH2:14][C:13]([N:9]1[CH2:10][CH2:11][CH2:12][C@@H:8]1[C:6]([OH:7])=[O:5])=[O:44])[CH2:28][CH2:29][C:30]([N:32]1[CH2:36][CH2:35][CH2:34][C@@H:33]1[C:37]([OH:39])=[O:38])=[O:31], predict the reactants needed to synthesize it. The reactants are: C([O:5][C:6]([C@H:8]1[CH2:12][CH2:11][CH2:10][N:9]1[C:13](=[O:44])[CH2:14][CH2:15][N:16]([CH2:28][CH2:29][C:30]([N:32]1[CH2:36][CH2:35][CH2:34][C@@H:33]1[C:37]([O:39]C(C)(C)C)=[O:38])=[O:31])[CH2:17][C:18]1[CH:23]=[CH:22][C:21]([O:24][CH3:25])=[C:20]([O:26][CH3:27])[CH:19]=1)=[O:7])(C)(C)C.[F:45][C:46]([F:51])([F:50])[C:47]([OH:49])=[O:48]. (3) Given the product [Br:13][C:12]1[CH:11]=[CH:10][CH:9]=[C:3]2[C:2]=1[NH:1][C:15](=[O:17])[N:6]([CH2:7][CH3:8])[C:4]2=[O:5], predict the reactants needed to synthesize it. The reactants are: [NH2:1][C:2]1[C:12]([Br:13])=[CH:11][CH:10]=[CH:9][C:3]=1[C:4]([NH:6][CH2:7][CH3:8])=[O:5].Cl[C:15](Cl)([O:17]C(=O)OC(Cl)(Cl)Cl)Cl.CCN(C(C)C)C(C)C. (4) Given the product [C:15]1([C:14]2[N:4]3[N:3]=[C:2]([C:29]([OH:30])=[O:27])[C:11]4[C:6]([C:5]3=[N:12][N:13]=2)=[CH:7][CH:8]=[CH:9][CH:10]=4)[CH:20]=[CH:19][CH:18]=[CH:17][CH:16]=1, predict the reactants needed to synthesize it. The reactants are: Cl[C:2]1[C:11]2[C:6](=[CH:7][CH:8]=[CH:9][CH:10]=2)[C:5]2=[N:12][N:13]=[C:14]([C:15]3[CH:20]=[CH:19][CH:18]=[CH:17][CH:16]=3)[N:4]2[N:3]=1.[Cu](C#N)C#N.Cl.[OH-:27].[Na+].[CH3:29][OH:30].